This data is from Catalyst prediction with 721,799 reactions and 888 catalyst types from USPTO. The task is: Predict which catalyst facilitates the given reaction. Reactant: [F:1][C:2]([F:35])([F:34])[C:3]1[CH:4]=[C:5]([CH:31]=[CH:32][CH:33]=1)[CH2:6][NH:7][C:8](=[O:30])[C:9]1[CH:14]=[CH:13][N:12]=[C:11]([C:15]2[CH:20]=[C:19]([N:21]3[CH2:26][CH2:25][O:24][CH2:23][CH2:22]3)[CH:18]=[CH:17][C:16]=2[N+:27]([O-])=O)[CH:10]=1. Product: [F:34][C:2]([F:1])([F:35])[C:3]1[CH:4]=[C:5]([CH:31]=[CH:32][CH:33]=1)[CH2:6][NH:7][C:8](=[O:30])[C:9]1[CH:14]=[CH:13][N:12]=[C:11]([C:15]2[CH:20]=[C:19]([N:21]3[CH2:22][CH2:23][O:24][CH2:25][CH2:26]3)[CH:18]=[CH:17][C:16]=2[NH2:27])[CH:10]=1. The catalyst class is: 19.